From a dataset of Peptide-MHC class I binding affinity with 185,985 pairs from IEDB/IMGT. Regression. Given a peptide amino acid sequence and an MHC pseudo amino acid sequence, predict their binding affinity value. This is MHC class I binding data. (1) The peptide sequence is EKPKFLPDL. The MHC is HLA-A02:06 with pseudo-sequence HLA-A02:06. The binding affinity (normalized) is 0.0847. (2) The peptide sequence is KVSVGSYFC. The MHC is HLA-B18:01 with pseudo-sequence HLA-B18:01. The binding affinity (normalized) is 0.0847.